Dataset: Forward reaction prediction with 1.9M reactions from USPTO patents (1976-2016). Task: Predict the product of the given reaction. (1) Given the reactants [NH2:1][N:2]1[CH2:7][C:6](/[CH:8]=[N:9]/[O:10][CH3:11])=[N:5][NH:4][C:3]1=[O:12].[N:13]1[CH:18]=[CH:17][CH:16]=[C:15]([CH:19]=O)[CH:14]=1, predict the reaction product. The product is: [CH3:11][O:10]/[N:9]=[CH:8]/[C:6]1[CH2:7][N:2](/[N:1]=[CH:19]/[C:15]2[CH:14]=[N:13][CH:18]=[CH:17][CH:16]=2)[C:3](=[O:12])[NH:4][N:5]=1. (2) Given the reactants I.[CH3:2][S:3][C:4]1[NH:5][CH2:6][CH2:7][N:8]=1.[C:9]([O:13][C:14](O[C:14]([O:13][C:9]([CH3:12])([CH3:11])[CH3:10])=[O:15])=[O:15])([CH3:12])([CH3:11])[CH3:10].CCN(CC)CC, predict the reaction product. The product is: [C:9]([O:13][C:14]([N:8]1[CH2:7][CH2:6][N:5]=[C:4]1[S:3][CH3:2])=[O:15])([CH3:12])([CH3:11])[CH3:10]. (3) Given the reactants [CH3:1][C:2]1[CH:7]=[C:6]([CH3:8])[C:5]([S:9]([CH2:11][C:12]([F:15])([F:14])[F:13])=[O:10])=[CH:4][C:3]=1[OH:16].[F:17][C:18]([F:30])([F:29])[O:19][C:20]1[CH:25]=[CH:24][C:23]([CH2:26][CH2:27]O)=[CH:22][CH:21]=1.C1(P(C2C=CC=CC=2)C2C=CC=CC=2)C=CC=CC=1.N(C(OC(C)C)=O)=NC(OC(C)C)=O, predict the reaction product. The product is: [F:17][C:18]([F:29])([F:30])[O:19][C:20]1[CH:21]=[CH:22][C:23]([CH2:26][CH2:27][O:16][C:3]2[CH:4]=[C:5]([S:9]([CH2:11][C:12]([F:14])([F:15])[F:13])=[O:10])[C:6]([CH3:8])=[CH:7][C:2]=2[CH3:1])=[CH:24][CH:25]=1.